Dataset: Forward reaction prediction with 1.9M reactions from USPTO patents (1976-2016). Task: Predict the product of the given reaction. (1) Given the reactants [CH2:1]([N:3]([CH3:8])[CH2:4][CH2:5][NH:6][CH3:7])[CH3:2].[C:9]([C:11]1[C:19]2[C:14](=[CH:15][CH:16]=[C:17]([CH2:20][CH2:21][NH:22][C:23](=[O:37])[C:24]3[CH:29]=[CH:28][C:27]([C:30]4[CH:35]=[CH:34][N:33]=[C:32](Cl)[N:31]=4)=[CH:26][CH:25]=3)[CH:18]=2)[NH:13][CH:12]=1)#[N:10], predict the reaction product. The product is: [C:9]([C:11]1[C:19]2[C:14](=[CH:15][CH:16]=[C:17]([CH2:20][CH2:21][NH:22][C:23](=[O:37])[C:24]3[CH:29]=[CH:28][C:27]([C:30]4[CH:35]=[CH:34][N:33]=[C:32]([N:6]([CH2:5][CH2:4][N:3]([CH2:1][CH3:2])[CH3:8])[CH3:7])[N:31]=4)=[CH:26][CH:25]=3)[CH:18]=2)[NH:13][CH:12]=1)#[N:10]. (2) Given the reactants [NH2:1][C:2]1[CH:3]=[C:4]([C:9]2[CH:10]=[CH:11][C:12]3[O:18][CH2:17][CH2:16][N:15]([C:19]([C:21]4[CH:26]=[CH:25][C:24]([S:27]([CH3:30])(=[O:29])=[O:28])=[CH:23][CH:22]=4)=[O:20])[CH2:14][C:13]=3[CH:31]=2)[CH:5]=[CH:6][C:7]=1[NH2:8].[CH3:32][O:33][C:34]([NH:36][C:37](=NC(OC)=O)SC)=[O:35], predict the reaction product. The product is: [CH3:32][O:33][C:34](=[O:35])[NH:36][C:37]1[NH:1][C:2]2[CH:3]=[C:4]([C:9]3[CH:10]=[CH:11][C:12]4[O:18][CH2:17][CH2:16][N:15]([C:19]([C:21]5[CH:26]=[CH:25][C:24]([S:27]([CH3:30])(=[O:29])=[O:28])=[CH:23][CH:22]=5)=[O:20])[CH2:14][C:13]=4[CH:31]=3)[CH:5]=[CH:6][C:7]=2[N:8]=1. (3) Given the reactants [C:1]1([C:18]2[CH:23]=[CH:22][CH:21]=[CH:20][CH:19]=2)[CH:6]=[CH:5][CH:4]=[CH:3][C:2]=1[CH2:7][O:8][CH2:9][CH2:10][C:11]1[CH:16]=[CH:15][C:14]([NH2:17])=[CH:13][CH:12]=1.[F:24][C:25]([F:38])([F:37])[S:26](O[S:26]([C:25]([F:38])([F:37])[F:24])(=[O:28])=[O:27])(=[O:28])=[O:27], predict the reaction product. The product is: [C:1]1([C:18]2[CH:23]=[CH:22][CH:21]=[CH:20][CH:19]=2)[CH:6]=[CH:5][CH:4]=[CH:3][C:2]=1[CH2:7][O:8][CH2:9][CH2:10][C:11]1[CH:16]=[CH:15][C:14]([NH:17][S:26]([C:25]([F:38])([F:37])[F:24])(=[O:28])=[O:27])=[CH:13][CH:12]=1. (4) Given the reactants [CH2:1]([NH:5][C:6]1[N:7]=[CH:8][C:9]2[N:14]([C:15]3[CH:20]=[CH:19][C:18]([F:21])=[CH:17][CH:16]=3)[CH:13]=[C:12]([C:22]3[CH2:27][CH2:26][CH:25]([OH:28])[CH2:24][CH:23]=3)[C:10]=2[N:11]=1)[CH2:2][CH2:3][CH3:4], predict the reaction product. The product is: [CH2:1]([NH:5][C:6]1[N:7]=[CH:8][C:9]2[N:14]([C:15]3[CH:20]=[CH:19][C:18]([F:21])=[CH:17][CH:16]=3)[CH:13]=[C:12]([C@@H:22]3[CH2:23][CH2:24][C@H:25]([OH:28])[CH2:26][CH2:27]3)[C:10]=2[N:11]=1)[CH2:2][CH2:3][CH3:4].